From a dataset of Full USPTO retrosynthesis dataset with 1.9M reactions from patents (1976-2016). Predict the reactants needed to synthesize the given product. (1) The reactants are: [F:1][C:2]1[CH:7]=[C:6]([F:8])[CH:5]=[CH:4][C:3]=1[C:9]1[C:17]2[C:12](=[CH:13][C:14]([O:18][CH2:19][CH2:20][N:21]3[CH2:26][CH2:25][N:24]([S:27]([CH3:30])(=[O:29])=[O:28])[CH2:23][CH2:22]3)=[CH:15][CH:16]=2)[C:11](=[O:31])[C:10]=1C1C=CC(C)=CC=1.O1CCN(CCOC2C=C3C(C(C4C=CC=CC=4)=C(Br)C3=O)=CC=2)CC1.[CH3:65][O:66][C:67]1[N:72]=[CH:71][C:70](B(O)O)=[CH:69][CH:68]=1. Given the product [F:1][C:2]1[CH:7]=[C:6]([F:8])[CH:5]=[CH:4][C:3]=1[C:9]1[C:17]2[C:12](=[CH:13][C:14]([O:18][CH2:19][CH2:20][N:21]3[CH2:26][CH2:25][N:24]([S:27]([CH3:30])(=[O:28])=[O:29])[CH2:23][CH2:22]3)=[CH:15][CH:16]=2)[C:11](=[O:31])[C:10]=1[C:70]1[CH:71]=[N:72][C:67]([O:66][CH3:65])=[CH:68][CH:69]=1, predict the reactants needed to synthesize it. (2) Given the product [Cl:1][C:2]1[C:3]([C:12]([Cl:18])=[O:14])=[N:4][CH:5]=[C:6]([O:8][CH:9]([F:11])[F:10])[CH:7]=1, predict the reactants needed to synthesize it. The reactants are: [Cl:1][C:2]1[C:3]([C:12]([OH:14])=O)=[N:4][CH:5]=[C:6]([O:8][CH:9]([F:11])[F:10])[CH:7]=1.C(Cl)(=O)C([Cl:18])=O.CN(C)C=O.